This data is from Forward reaction prediction with 1.9M reactions from USPTO patents (1976-2016). The task is: Predict the product of the given reaction. Given the reactants [NH2:1][C:2]1[N:6]([C:7]([CH3:10])([CH3:9])[CH3:8])[N:5]=[C:4]([CH3:11])[C:3]=1[C:12]1[C:13]([O:20][CH3:21])=[C:14]([OH:19])[CH:15]=[C:16]([F:18])[CH:17]=1.[CH2:22]([O:29][C:30]1[CH:37]=[CH:36][C:33]([CH:34]=O)=[CH:32][C:31]=1[CH3:38])[C:23]1[CH:28]=[CH:27][CH:26]=[CH:25][CH:24]=1, predict the reaction product. The product is: [CH3:8][C:7]([N:6]1[C:2]2[N:1]=[C:34]([C:33]3[CH:36]=[CH:37][C:30]([O:29][CH2:22][C:23]4[CH:28]=[CH:27][CH:26]=[CH:25][CH:24]=4)=[C:31]([CH3:38])[CH:32]=3)[C:17]3[C:16]([F:18])=[CH:15][C:14]([OH:19])=[C:13]([O:20][CH3:21])[C:12]=3[C:3]=2[C:4]([CH3:11])=[N:5]1)([CH3:9])[CH3:10].